From a dataset of Forward reaction prediction with 1.9M reactions from USPTO patents (1976-2016). Predict the product of the given reaction. (1) Given the reactants O.[C:2]1([CH3:12])[CH:7]=[CH:6][C:5]([S:8]([OH:11])(=[O:10])=[O:9])=[CH:4][CH:3]=1.[CH3:13][O:14][C@@H:15]1[CH2:19][CH2:18][N:17](C(OC(C)(C)C)=O)[CH2:16]1.CO[C@@H]1CCNC1, predict the reaction product. The product is: [CH3:12][C:2]1[CH:3]=[CH:4][C:5]([S:8]([OH:11])(=[O:10])=[O:9])=[CH:6][CH:7]=1.[CH3:13][O:14][C@@H:15]1[CH2:19][CH2:18][NH:17][CH2:16]1. (2) Given the reactants [CH3:1][O:2][C:3]1[CH:22]=[CH:21][CH:20]=[CH:19][C:4]=1[CH2:5][N:6]1[C:14](=[O:15])[C:13]2[C:8](=[CH:9][CH:10]=[CH:11][CH:12]=2)[CH:7]1[C:16]([OH:18])=O.CCN(CC)CC.F[P-](F)(F)(F)(F)F.CN(C)C(F)=[N+](C)C.[CH3:45][O:46][C:47]1[CH:53]=[CH:52][CH:51]=[C:50]([O:54][CH3:55])[C:48]=1[NH2:49], predict the reaction product. The product is: [CH3:55][O:54][C:50]1[CH:51]=[CH:52][CH:53]=[C:47]([O:46][CH3:45])[C:48]=1[NH:49][C:16]([CH:7]1[C:8]2[C:13](=[CH:12][CH:11]=[CH:10][CH:9]=2)[C:14](=[O:15])[N:6]1[CH2:5][C:4]1[CH:19]=[CH:20][CH:21]=[CH:22][C:3]=1[O:2][CH3:1])=[O:18]. (3) Given the reactants [CH3:1][O:2][C:3]1[CH:4]=[C:5]2[C:10](=[CH:11][C:12]=1[O:13][CH3:14])[C:9]([CH2:15][CH2:16][CH3:17])=[N:8][C:7]([OH:18])=[CH:6]2.Cl.[Cl:20][CH2:21][C:22]1[C:23]([NH:34][CH2:35][CH3:36])=[N:24][C:25]2[C:30]([CH:31]=1)=[CH:29][C:28]([O:32][CH3:33])=[CH:27][CH:26]=2.[Cl:37]CC1C(NCC)=NC2C(C=1)=CC(OC)=CC=2.[Li+].[OH-], predict the reaction product. The product is: [ClH:20].[ClH:37].[CH2:35]([NH:34][C:23]1[C:22]([CH2:21][C:6]2[C:5]3[C:10](=[CH:11][C:12]([O:13][CH3:14])=[C:3]([O:2][CH3:1])[CH:4]=3)[C:9]([CH2:15][CH2:16][CH3:17])=[N:8][C:7]=2[OH:18])=[CH:31][C:30]2[C:25](=[CH:26][CH:27]=[C:28]([O:32][CH3:33])[CH:29]=2)[N:24]=1)[CH3:36]. (4) Given the reactants [O:1]=[C:2]1[C:10]2[C:5](=[CH:6][CH:7]=[CH:8][CH:9]=2)[C:4](=[O:11])[N:3]1[CH2:12][C:13]1[S:17][C:16]([S:18](Cl)(=[O:20])=[O:19])=[CH:15][CH:14]=1.CCN(C(C)C)C(C)C.[CH2:31]([NH2:43])[CH2:32][CH2:33][CH2:34][CH2:35][CH2:36][CH2:37][CH2:38][CH2:39][CH2:40][CH2:41][CH3:42].Cl, predict the reaction product. The product is: [O:1]=[C:2]1[C:10]2[C:5](=[CH:6][CH:7]=[CH:8][CH:9]=2)[C:4](=[O:11])[N:3]1[CH2:12][C:13]1[S:17][C:16]([S:18]([NH:43][CH2:31][CH2:32][CH2:33][CH2:34][CH2:35][CH2:36][CH2:37][CH2:38][CH2:39][CH2:40][CH2:41][CH3:42])(=[O:20])=[O:19])=[CH:15][CH:14]=1. (5) The product is: [CH2:20]([O:7][C:6]([C:5]1[C:4]([O:13][CH3:14])=[CH:3][C:2]([I:1])=[CH:10][C:9]=1[O:11][CH3:12])=[O:8])[CH3:21]. Given the reactants [I:1][C:2]1[CH:10]=[C:9]([O:11][CH3:12])[C:5]([C:6]([OH:8])=[O:7])=[C:4]([O:13][CH3:14])[CH:3]=1.CN(C)C=O.[C:20](Cl)(=O)[C:21](Cl)=O.C(N(CC)CC)C, predict the reaction product. (6) Given the reactants [CH3:1][N:2]1[C:6]([C:7](=[O:23])[NH:8][CH2:9][CH2:10][C:11]2[N:12]([CH3:22])[CH:13]=[C:14]([C:16]3[CH:21]=[CH:20][CH:19]=[CH:18][CH:17]=3)[N:15]=2)=[C:5]([C:24]([O:26]C)=[O:25])[N:4]=[N:3]1.[Li+].[OH-].Cl.ClCCl, predict the reaction product. The product is: [CH3:1][N:2]1[C:6]([C:7](=[O:23])[NH:8][CH2:9][CH2:10][C:11]2[N:12]([CH3:22])[CH:13]=[C:14]([C:16]3[CH:17]=[CH:18][CH:19]=[CH:20][CH:21]=3)[N:15]=2)=[C:5]([C:24]([OH:26])=[O:25])[N:4]=[N:3]1.